Predict the reaction yield, written as a fraction of the theoretical maximum amount of product (1.0 means a 100% yield; for example, 0.34 means a 34% yield). From a dataset of Reaction yield outcomes from USPTO patents with 853,638 reactions. (1) The catalyst is CN(C=O)C. The product is [CH3:8][N:4]1[CH2:5][CH2:6][CH2:7][C:2]([CH2:9][C:10]([O:12][CH3:13])=[O:11])([NH:1][C:27]([C:25]2[O:26][C:22]([CH2:14][CH2:15][C:16]3[CH:21]=[CH:20][CH:19]=[CH:18][CH:17]=3)=[CH:23][CH:24]=2)=[O:28])[CH2:3]1. The yield is 0.870. The reactants are [NH2:1][C:2]1([CH2:9][C:10]([O:12][CH3:13])=[O:11])[CH2:7][CH2:6][CH2:5][N:4]([CH3:8])[CH2:3]1.[CH2:14]([C:22]1[O:26][C:25]([C:27](ON2C(=O)CCC2=O)=[O:28])=[CH:24][CH:23]=1)[CH2:15][C:16]1[CH:21]=[CH:20][CH:19]=[CH:18][CH:17]=1.C(N(CC)CC)C.C(OCC)C. (2) The reactants are [CH3:1][O:2][C:3]1[CH:4]=[C:5]2[C:10](=[CH:11][C:12]=1[O:13][CH3:14])[N:9]=[N:8][CH:7]=[C:6]2[N:15]1[C:23]2[C:18](=[CH:19][CH:20]=[CH:21][CH:22]=2)[C:17]([C:24]([OH:26])=O)=[N:16]1.[CH:27]1([NH2:30])[CH2:29][CH2:28]1.C(N=C=NC(C)C)(C)C.ON1C2C=CC=CC=2N=N1. The catalyst is CN(C)C=O. The product is [CH:27]1([NH:30][C:24]([C:17]2[C:18]3[C:23](=[CH:22][CH:21]=[CH:20][CH:19]=3)[N:15]([C:6]3[C:5]4[C:10](=[CH:11][C:12]([O:13][CH3:14])=[C:3]([O:2][CH3:1])[CH:4]=4)[N:9]=[N:8][CH:7]=3)[N:16]=2)=[O:26])[CH2:29][CH2:28]1. The yield is 0.300. (3) The reactants are [C:1](C1SC=CN=1)([O:3][C:4]([CH3:7])([CH3:6])[CH3:5])=[O:2].[CH2:13]([O:15][C:16]([C:18]1[N:19]=[C:20]([NH:23][C:24]([C:26]2[N:27]=[C:28]([NH:31][C:32]([O:34]C(C)(C)C)=O)[S:29][CH:30]=2)=[O:25])[S:21][CH:22]=1)=[O:17])[CH3:14].C(O)(C(F)(F)F)=O.[NH:46]1C=C[CH:48]=[CH:47]1.[CH3:51][N:52]([CH:54]=O)[CH3:53]. No catalyst specified. The product is [CH2:13]([O:15][C:16]([C:18]1[N:19]=[C:20]([NH:23][C:24]([C:26]2[N:27]=[C:28]([NH:31][C:32]([C:51]3[N:52]([CH3:53])[CH:54]=[C:47]([NH:46][C:1]([O:3][C:4]([CH3:5])([CH3:6])[CH3:7])=[O:2])[CH:48]=3)=[O:34])[S:29][CH:30]=2)=[O:25])[S:21][CH:22]=1)=[O:17])[CH3:14]. The yield is 0.570. (4) The reactants are Cl[C:2]1[CH:7]=[CH:6][C:5]([N+:8]([O-])=O)=[C:4]([O:11][CH3:12])[CH:3]=1.O.O.[Sn](Cl)[Cl:16].[OH-].[Na+]. The catalyst is CCO. The product is [Cl:16][C:7]1[CH:6]=[C:5]([NH2:8])[C:4](=[CH:3][CH:2]=1)[O:11][CH3:12]. The yield is 0.650. (5) The reactants are [CH3:1][O:2][C:3](/[CH:5]=[CH:6]/[C:7]([O:9][CH2:10][C:11]([OH:13])=O)=[O:8])=[O:4].Cl.CN(C)CCCN=C=NCC.[CH3:26][N:27]1[CH2:32][CH2:31][NH:30][CH2:29][CH2:28]1. The catalyst is ClCCl.CN(C1C=CN=CC=1)C. The product is [C:3]([O:2][CH3:1])(=[O:4])/[CH:5]=[CH:6]/[C:7]([O:9][CH2:10][C:11]([N:30]1[CH2:31][CH2:32][N:27]([CH3:26])[CH2:28][CH2:29]1)=[O:13])=[O:8]. The yield is 0.130. (6) The reactants are [CH2:1]([O:7][CH2:8][CH2:9][OH:10])[CH2:2][CH2:3][CH2:4][CH2:5][CH3:6].N1C=CC=CC=1.[C:17]1([CH3:27])[CH:22]=[CH:21][C:20]([S:23](Cl)(=[O:25])=[O:24])=[CH:19][CH:18]=1.Cl. No catalyst specified. The product is [C:17]1([CH3:27])[CH:22]=[CH:21][C:20]([S:23]([O:10][CH2:9][CH2:8][O:7][CH2:1][CH2:2][CH2:3][CH2:4][CH2:5][CH3:6])(=[O:25])=[O:24])=[CH:19][CH:18]=1. The yield is 0.950.